This data is from Forward reaction prediction with 1.9M reactions from USPTO patents (1976-2016). The task is: Predict the product of the given reaction. (1) Given the reactants C(O[C@H]1C2C(=CC(OCCC)=CC=2)[C@@H](N)C1)C=C.[CH3:19][O:20][C:21]([CH:23](P(OC)(OC)=O)[NH:24][C:25]([O:27][CH2:28][C:29]1[CH:34]=[CH:33][CH:32]=[CH:31][CH:30]=1)=[O:26])=[O:22].CN(C)C(=N)N(C)C.[Cl:49][C:50]1[CH:51]=[C:52]([CH:55]=[C:56]([Cl:58])[CH:57]=1)[CH:53]=O, predict the reaction product. The product is: [CH2:28]([O:27][C:25]([NH:24]/[C:23](=[CH:53]\[C:52]1[CH:51]=[C:50]([Cl:49])[CH:57]=[C:56]([Cl:58])[CH:55]=1)/[C:21]([O:20][CH3:19])=[O:22])=[O:26])[C:29]1[CH:30]=[CH:31][CH:32]=[CH:33][CH:34]=1. (2) Given the reactants Cl[C:2]1[CH:7]=[C:6]([N:8]([CH:16]2[CH2:18][CH2:17]2)C(=O)OC(C)(C)C)[N:5]2[N:19]=[CH:20][C:21]([CH:22]=[C:23]3[CH2:27][C:26](=[O:28])[NH:25][C:24]3=[O:29])=[C:4]2[N:3]=1.C(=O)([O-])[O-].[Cs+].[Cs+].[Cl:36][C:37]1[CH:43]=[CH:42][C:40]([NH2:41])=[CH:39][CH:38]=1.C1C=CC(P(C2C(C3C(P(C4C=CC=CC=4)C4C=CC=CC=4)=CC=C4C=3C=CC=C4)=C3C(C=CC=C3)=CC=2)C2C=CC=CC=2)=CC=1.Cl, predict the reaction product. The product is: [Cl:36][C:37]1[CH:43]=[CH:42][C:40]([NH:41][C:2]2[CH:7]=[C:6]([NH:8][CH:16]3[CH2:18][CH2:17]3)[N:5]3[N:19]=[CH:20][C:21]([CH:22]=[C:23]4[CH2:27][C:26](=[O:28])[NH:25][C:24]4=[O:29])=[C:4]3[N:3]=2)=[CH:39][CH:38]=1. (3) Given the reactants [C:1]([O:5][C:6](=[O:18])[NH:7][C@@H:8]([CH2:11][C:12]1[CH:17]=[CH:16][CH:15]=[CH:14][CH:13]=1)[CH:9]=[O:10])([CH3:4])([CH3:3])[CH3:2].CC(C)(O)[C:21]#[N:22].C(N(CC)CC)C.O, predict the reaction product. The product is: [C:1]([O:5][C:6](=[O:18])[NH:7][C@@H:8]([CH2:11][C:12]1[CH:17]=[CH:16][CH:15]=[CH:14][CH:13]=1)[CH:9]([C:21]#[N:22])[OH:10])([CH3:4])([CH3:2])[CH3:3]. (4) Given the reactants [CH2:1]([O:3][C:4]1[CH:5]=[C:6]([C:13]([O:21]C)(OC)[CH2:14][CH2:15][C:16]([O-:18])=O)[CH:7]=[CH:8][C:9]=1[O:10][CH2:11][CH3:12])[CH3:2].[K+].ClC1C=C(Cl)C=C(Cl)C=1C(Cl)=O.[CH2:36]([O:40][CH2:41][CH2:42][O:43][C:44]1[CH:49]=[C:48]([C:50]2[CH:55]=[CH:54][CH:53]=[CH:52][CH:51]=2)[N:47]=[C:46]([NH2:56])[CH:45]=1)[CH2:37][CH2:38][CH3:39].Cl, predict the reaction product. The product is: [CH2:36]([O:40][CH2:41][CH2:42][O:43][C:44]1[CH:49]=[C:48]([C:50]2[CH:55]=[CH:54][CH:53]=[CH:52][CH:51]=2)[N:47]=[C:46]([NH:56][C:16](=[O:18])[CH2:15][CH2:14][C:13]([C:6]2[CH:7]=[CH:8][C:9]([O:10][CH2:11][CH3:12])=[C:4]([O:3][CH2:1][CH3:2])[CH:5]=2)=[O:21])[CH:45]=1)[CH2:37][CH2:38][CH3:39]. (5) Given the reactants [CH3:1][C:2]([CH3:29])([CH2:7][CH2:8][C:9]1[S:10][C:11]([C:14]2[CH:19]=[CH:18][C:17]([NH:20][C:21](N3CCCCC3)=[O:22])=[CH:16][CH:15]=2)=[CH:12][N:13]=1)[C:3]([O:5][CH3:6])=[O:4].Cl.[F:31][C:32]1([F:38])[CH2:37][CH2:36][NH:35][CH2:34][CH2:33]1, predict the reaction product. The product is: [F:31][C:32]1([F:38])[CH2:37][CH2:36][N:35]([C:21]([NH:20][C:17]2[CH:16]=[CH:15][C:14]([C:11]3[S:10][C:9]([CH2:8][CH2:7][C:2]([CH3:29])([CH3:1])[C:3]([O:5][CH3:6])=[O:4])=[N:13][CH:12]=3)=[CH:19][CH:18]=2)=[O:22])[CH2:34][CH2:33]1. (6) Given the reactants [Cl-].[CH3:2][O:3][CH2:4][P+](C1C=CC=CC=1)(C1C=CC=CC=1)C1C=CC=CC=1.CC([O-])(C)C.[K+].[Br:30][C:31]1[CH:32]=[C:33]([F:43])[CH:34]=[C:35]2[C:40]=1[N:39]=[C:38]([CH:41]=O)[CH:37]=[CH:36]2, predict the reaction product. The product is: [Br:30][C:31]1[CH:32]=[C:33]([F:43])[CH:34]=[C:35]2[C:40]=1[N:39]=[C:38]([CH:41]=[CH:2][O:3][CH3:4])[CH:37]=[CH:36]2. (7) Given the reactants [CH3:1][C:2]1[CH:3]=[C:4]([C:12](=O)[CH2:13][C:14](=O)[C:15]([F:18])([F:17])[F:16])[CH:5]=[CH:6][C:7]=1[C:8]([F:11])([F:10])[F:9].[NH2:21][C:22]1[C:26]([C:27]2[CH:32]=[CH:31][N:30]=[C:29]([CH3:33])[CH:28]=2)=[CH:25][NH:24][N:23]=1, predict the reaction product. The product is: [CH3:1][C:2]1[CH:3]=[C:4]([C:12]2[CH:13]=[C:14]([C:15]([F:18])([F:17])[F:16])[N:23]3[N:24]=[CH:25][C:26]([C:27]4[CH:32]=[CH:31][N:30]=[C:29]([CH3:33])[CH:28]=4)=[C:22]3[N:21]=2)[CH:5]=[CH:6][C:7]=1[C:8]([F:11])([F:10])[F:9]. (8) Given the reactants [N+:1]([C:4]1[CH:32]=[CH:31][C:7]([CH2:8][CH:9]([C:18](=O)[NH:19][CH2:20][CH2:21][N:22]=[CH:23][C:24]2[CH:29]=[CH:28][CH:27]=[CH:26][CH:25]=2)[N:10]=[CH:11][C:12]2[CH:17]=[CH:16][CH:15]=[CH:14][CH:13]=2)=[CH:6][CH:5]=1)([O-:3])=[O:2].B.C1COCC1, predict the reaction product. The product is: [N+:1]([C:4]1[CH:5]=[CH:6][C:7]([CH2:8][CH:9]([CH2:18][NH:19][CH2:20][CH2:21][NH:22][CH2:23][C:24]2[CH:29]=[CH:28][CH:27]=[CH:26][CH:25]=2)[NH:10][CH2:11][C:12]2[CH:17]=[CH:16][CH:15]=[CH:14][CH:13]=2)=[CH:31][CH:32]=1)([O-:3])=[O:2].